Task: Predict the product of the given reaction.. Dataset: Forward reaction prediction with 1.9M reactions from USPTO patents (1976-2016) The product is: [Cl:15][C:10]1[CH:9]=[C:8]([C:6]2[CH:5]=[C:4]([CH3:16])[N:3]=[C:2]([N:17]3[CH:21]=[CH:20][N:19]=[CH:18]3)[CH:7]=2)[CH:13]=[CH:12][C:11]=1[Cl:14]. Given the reactants Cl[C:2]1[CH:7]=[C:6]([C:8]2[CH:13]=[CH:12][C:11]([Cl:14])=[C:10]([Cl:15])[CH:9]=2)[CH:5]=[C:4]([CH3:16])[N:3]=1.[NH:17]1[CH:21]=[CH:20][N:19]=[CH:18]1, predict the reaction product.